Predict the reactants needed to synthesize the given product. From a dataset of Full USPTO retrosynthesis dataset with 1.9M reactions from patents (1976-2016). (1) Given the product [F:25][C:26]1[CH:27]=[C:28]([CH:38]=[CH:39][CH:40]=1)[CH2:29][N:30]1[CH2:35][C@H:34]([CH3:36])[NH:33][CH2:32][C@H:31]1[CH3:37].[F:25][C:26]1[CH:27]=[C:28]([CH:38]=[CH:39][CH:40]=1)[CH2:29][N:30]1[C@H:31]([CH3:37])[CH2:32][N:33]([C@@H:1]([C:53]2[CH:52]=[CH:51][CH:50]=[C:49]([OH:48])[CH:54]=2)[C:3]2[CH:15]=[CH:14][C:6]([C:7]([N:9]([CH2:12][CH3:13])[CH2:10][CH3:11])=[O:8])=[CH:5][CH:4]=2)[C@@H:34]([CH3:36])[CH2:35]1, predict the reactants needed to synthesize it. The reactants are: [CH:1]([C:3]1[CH:15]=[CH:14][C:6]([C:7]([N:9]([CH2:12][CH3:13])[CH2:10][CH3:11])=[O:8])=[CH:5][CH:4]=1)=O.N1C2C=CC=CC=2N=N1.[F:25][C:26]1[CH:27]=[C:28]([CH:38]=[CH:39][CH:40]=1)[CH2:29][N:30]1[CH2:35][C@H:34]([CH3:36])[NH:33][CH2:32][C@H:31]1[CH3:37].[Si]([O:48][C:49]1[CH:50]=[C:51]([Mg]Br)[CH:52]=[CH:53][CH:54]=1)(C(C)(C)C)(C)C.Cl. (2) Given the product [O:65]1[C:11]2[CH:16]=[CH:15][CH:14]=[CH:13][C:12]=2[N:8]=[C:64]1[NH:66][C:36](=[O:37])[C@@H:35]([N:39]1[CH2:47][C:46]2[C:41](=[CH:42][CH:43]=[CH:44][CH:45]=2)[C:40]1=[O:48])[CH2:34][CH:28]1[CH2:33][CH2:32][CH2:31][CH2:30][CH2:29]1, predict the reactants needed to synthesize it. The reactants are: F[P-](F)(F)(F)(F)F.[N:8]1(O[P+](N(C)C)(N(C)C)N(C)C)[C:12]2[CH:13]=[CH:14][CH:15]=[CH:16][C:11]=2N=N1.[CH:28]1([CH2:34][C@H:35]([N:39]2[CH2:47][C:46]3[C:41](=[CH:42][CH:43]=[CH:44][CH:45]=3)[C:40]2=[O:48])[C:36](O)=[O:37])[CH2:33][CH2:32][CH2:31][CH2:30][CH2:29]1.NC1C=CC=CN=1.C1(C[C@@H](N2CC3C(=CC=CC=3)C2=O)[C:64]([NH:66]C2SC=CN=2)=[O:65])CCCCC1. (3) Given the product [Br:1][C:2]1[N:3]=[C:4]2[CH:9]=[C:10]([C:11]3[CH:16]=[CH:15][CH:14]=[CH:13][C:12]=3[Cl:17])[NH:8][C:5]2=[N:6][CH:7]=1, predict the reactants needed to synthesize it. The reactants are: [Br:1][C:2]1[N:3]=[C:4]([C:9]#[C:10][C:11]2[CH:16]=[CH:15][CH:14]=[CH:13][C:12]=2[Cl:17])[C:5]([NH2:8])=[N:6][CH:7]=1.CC(C)([O-])C.[K+]. (4) Given the product [C:1]1([C:7]2[CH:8]=[C:9]([CH:14]=[CH:15][N:16]=2)[C:10]([O-:12])=[O:11])[CH:2]=[CH:3][CH:4]=[CH:5][CH:6]=1.[Li+:18], predict the reactants needed to synthesize it. The reactants are: [C:1]1([C:7]2[CH:8]=[C:9]([CH:14]=[CH:15][N:16]=2)[C:10]([O:12]C)=[O:11])[CH:6]=[CH:5][CH:4]=[CH:3][CH:2]=1.[OH-].[Li+:18]. (5) Given the product [NH2:27][C:24]1[N:25]=[CH:26][C:21]([C:2]2[CH:3]=[C:4]3[C:8](=[CH:9][CH:10]=2)[C:7](=[O:11])[N:6]([CH3:12])[CH2:5]3)=[CH:22][CH:23]=1, predict the reactants needed to synthesize it. The reactants are: Br[C:2]1[CH:3]=[C:4]2[C:8](=[CH:9][CH:10]=1)[C:7](=[O:11])[N:6]([CH3:12])[CH2:5]2.CC1(C)C(C)(C)OB([C:21]2[CH:22]=[CH:23][C:24]([NH2:27])=[N:25][CH:26]=2)O1. (6) The reactants are: C(N(CC)CC)C.Cl[C:9]([O:11][CH2:12][CH2:13][CH2:14][CH2:15][CH3:16])=[O:10].[C:17]([O:21][C:22]([NH:24][C@H:25]1[CH2:31][CH2:30][C@@H:29]([OH:32])[CH2:28][NH:27][C:26]1=[O:33])=[O:23])([CH3:20])([CH3:19])[CH3:18]. Given the product [C:17]([O:21][C:22]([NH:24][C@H:25]1[CH2:31][CH2:30][C@@H:29]([O:32][C:9]([O:11][CH2:12][CH2:13][CH2:14][CH2:15][CH3:16])=[O:10])[CH2:28][NH:27][C:26]1=[O:33])=[O:23])([CH3:20])([CH3:18])[CH3:19], predict the reactants needed to synthesize it.